Task: Regression. Given a peptide amino acid sequence and an MHC pseudo amino acid sequence, predict their binding affinity value. This is MHC class I binding data.. Dataset: Peptide-MHC class I binding affinity with 185,985 pairs from IEDB/IMGT (1) The peptide sequence is IYWLIFWRF. The MHC is HLA-A24:03 with pseudo-sequence HLA-A24:03. The binding affinity (normalized) is 0.297. (2) The peptide sequence is VISVIFYFI. The MHC is HLA-A02:01 with pseudo-sequence HLA-A02:01. The binding affinity (normalized) is 0.464.